From a dataset of Forward reaction prediction with 1.9M reactions from USPTO patents (1976-2016). Predict the product of the given reaction. (1) Given the reactants [OH:1][C:2]([CH3:25])([CH3:24])[CH2:3][CH2:4][N:5]([CH2:13][C:14]1[CH:19]=[CH:18][CH:17]=[CH:16][C:15]=1[C:20]([F:23])([F:22])[F:21])C(=O)OC(C)(C)C.Cl.O1CCOCC1.C([O-])(O)=O.[Na+], predict the reaction product. The product is: [CH3:25][C:2]([OH:1])([CH2:3][CH2:4][NH:5][CH2:13][C:14]1[CH:19]=[CH:18][CH:17]=[CH:16][C:15]=1[C:20]([F:23])([F:21])[F:22])[CH3:24]. (2) Given the reactants [C:1]1([C:7]2[CH:8]=[C:9]([CH:12]=[O:13])[O:10][CH:11]=2)[CH:6]=[CH:5][CH:4]=[CH:3][CH:2]=1, predict the reaction product. The product is: [C:1]1([C:7]2[CH:8]=[C:9]([CH:12]([OH:13])[CH2:12][CH2:9][CH2:8][CH2:7][CH2:1][CH:2]=[CH2:3])[O:10][CH:11]=2)[CH:2]=[CH:3][CH:4]=[CH:5][CH:6]=1. (3) The product is: [CH:26]([NH:1][C:2]1[CH:7]=[CH:6][C:5]([NH:8]/[C:9](=[C:16]2\[C:17](=[O:25])[NH:18][C:19]3[C:24]\2=[CH:23][CH:22]=[CH:21][CH:20]=3)/[C:10]2[CH:15]=[CH:14][CH:13]=[CH:12][CH:11]=2)=[CH:4][CH:3]=1)=[O:27]. Given the reactants [NH2:1][C:2]1[CH:7]=[CH:6][C:5]([NH:8]/[C:9](=[C:16]2\[C:17](=[O:25])[NH:18][C:19]3[C:24]\2=[CH:23][CH:22]=[CH:21][CH:20]=3)/[C:10]2[CH:15]=[CH:14][CH:13]=[CH:12][CH:11]=2)=[CH:4][CH:3]=1.[CH:26](OCC)=[O:27], predict the reaction product. (4) The product is: [CH2:1]([O:3][C:4]1[CH2:5][C:6]2[C:7]([NH:14][C:15]3[O:22][C:21]([C:23]4[CH:28]=[CH:27][C:26]([C:29]([F:30])([F:31])[F:32])=[CH:25][CH:24]=4)=[CH:20][N:17]=3)=[CH:8][CH:9]=[CH:10][C:11]=2[CH2:12][CH:13]=1)[CH3:2]. Given the reactants [CH2:1]([O:3][C:4]1[CH2:5][C:6]2[C:11]([CH2:12][CH:13]=1)=[CH:10][CH:9]=[CH:8][C:7]=2[N:14]=[C:15]=S)[CH3:2].[N:17]([CH2:20][C:21]([C:23]1[CH:28]=[CH:27][C:26]([C:29]([F:32])([F:31])[F:30])=[CH:25][CH:24]=1)=[O:22])=[N+]=[N-].C1(P(C2C=CC=CC=2)C2C=CC=CC=2)C=CC=CC=1, predict the reaction product. (5) Given the reactants [O:1]=[C:2]1[CH2:6][CH2:5][C@@H:4]([CH:7]=[CH:8][Sn:9]([CH2:18][CH2:19][CH2:20][CH3:21])([CH2:14][CH2:15][CH2:16][CH3:17])[CH2:10][CH2:11][CH2:12][CH3:13])[C@@H:3]1[CH2:22][CH2:23][CH2:24][CH2:25][CH2:26][CH2:27][C:28]([OH:30])=[O:29].[CH:31](N(C(C)C)CC)(C)C.C(Cl)CCl, predict the reaction product. The product is: [CH3:31][O:29][C:28](=[O:30])[CH2:27][CH2:26][CH2:25][CH2:24][CH2:23][CH2:22][C@H:3]1[C@H:4]([CH:7]=[CH:8][Sn:9]([CH2:14][CH2:15][CH2:16][CH3:17])([CH2:10][CH2:11][CH2:12][CH3:13])[CH2:18][CH2:19][CH2:20][CH3:21])[CH2:5][CH2:6][C:2]1=[O:1]. (6) Given the reactants [H-].[Na+].[C:3]([O:11][CH2:12][CH3:13])(=[O:10])[CH2:4][C:5]([O:7][CH2:8][CH3:9])=[O:6].[F:14][C:15]1[C:20](F)=[C:19]([N+:22]([O-:24])=[O:23])[CH:18]=[CH:17][C:16]=1[O:25][CH:26]([CH3:28])[CH3:27].O, predict the reaction product. The product is: [F:14][C:15]1[C:16]([O:25][CH:26]([CH3:27])[CH3:28])=[CH:17][CH:18]=[C:19]([N+:22]([O-:24])=[O:23])[C:20]=1[CH:4]([C:5]([O:7][CH2:8][CH3:9])=[O:6])[C:3]([O:11][CH2:12][CH3:13])=[O:10]. (7) Given the reactants [Cl:1][C:2]1[CH:3]=[C:4]2[N:19]=[C:18]([O:20][C@@H:21]3[CH2:25][O:24][C@@H:23]4[C@H:26]([OH:29])[CH2:27][O:28][C@H:22]34)[N:17]([CH2:30][O:31][CH2:32][CH2:33][Si:34]([CH3:37])([CH3:36])[CH3:35])[C:5]2=[N:6][C:7]=1[C:8]1[CH:16]=[CH:15][C:11]([C:12]([OH:14])=O)=[CH:10][CH:9]=1.C(N(CC)C(C)C)(C)C.F[P-](F)(F)(F)(F)F.CN(C(N(C)C)=[N+]1C2C(=NC=CC=2)[N+]([O-])=N1)C.[CH3:71][S:72]([CH3:75])(=[NH:74])=[O:73], predict the reaction product. The product is: [Cl:1][C:2]1[CH:3]=[C:4]2[N:19]=[C:18]([O:20][C@@H:21]3[CH2:25][O:24][C@@H:23]4[C@H:26]([OH:29])[CH2:27][O:28][C@H:22]34)[N:17]([CH2:30][O:31][CH2:32][CH2:33][Si:34]([CH3:35])([CH3:36])[CH3:37])[C:5]2=[N:6][C:7]=1[C:8]1[CH:9]=[CH:10][C:11]([C:12]([N:74]=[S:72]([CH3:75])([CH3:71])=[O:73])=[O:14])=[CH:15][CH:16]=1. (8) Given the reactants [CH:1]([CH:9]=[CH:10][C:11]([O-:13])=[O:12])=[CH:2][C:3]1[CH:8]=[CH:7][CH:6]=[CH:5][CH:4]=1, predict the reaction product. The product is: [C:11]([OH:13])(=[O:12])[CH:10]=[CH2:9].[CH2:1]=[CH:2][C:3]1[CH:8]=[CH:7][CH:6]=[CH:5][CH:4]=1.